Predict the product of the given reaction. From a dataset of Forward reaction prediction with 1.9M reactions from USPTO patents (1976-2016). (1) Given the reactants [N:1]1[C:6]([CH2:7][NH:8][C:9](=[O:15])[O:10][C:11]([CH3:14])([CH3:13])[CH3:12])=[CH:5][N:4]=[C:3]2[NH:16][CH:17]=[CH:18][C:2]=12.C1C(=O)N([Br:26])C(=O)C1, predict the reaction product. The product is: [Br:26][C:18]1[C:2]2[C:3](=[N:4][CH:5]=[C:6]([CH2:7][NH:8][C:9](=[O:15])[O:10][C:11]([CH3:14])([CH3:13])[CH3:12])[N:1]=2)[NH:16][CH:17]=1. (2) Given the reactants [CH2:1]([O:3][C:4](=[O:28])[C:5]([CH3:27])([CH3:26])[CH2:6][C:7]1[N:15]([CH2:16][C:17]2[CH:22]=[CH:21][C:20]([Cl:23])=[CH:19][CH:18]=2)[C:14]2[C:9](=[N:10][C:11]([O:24][CH3:25])=[CH:12][CH:13]=2)[CH:8]=1)[CH3:2].[CH3:29][C:30]([CH3:36])([CH3:35])[CH2:31][C:32](Cl)=[O:33].[Cl-].[Al+3].[Cl-].[Cl-], predict the reaction product. The product is: [CH2:1]([O:3][C:4](=[O:28])[C:5]([CH3:27])([CH3:26])[CH2:6][C:7]1[N:15]([CH2:16][C:17]2[CH:18]=[CH:19][C:20]([Cl:23])=[CH:21][CH:22]=2)[C:14]2[C:9](=[N:10][C:11]([O:24][CH3:25])=[CH:12][CH:13]=2)[C:8]=1[C:32](=[O:33])[CH2:31][C:30]([CH3:36])([CH3:35])[CH3:29])[CH3:2]. (3) The product is: [C:1]([O:5][C:6]([N:8]1[CH2:13][CH2:12][C:11]2[N:14]([CH3:24])[C:15]([C:17]3[CH:22]=[CH:21][N:20]=[C:19]([NH:27][C:26]([O:28][CH2:29][C:30]4[CH:35]=[CH:34][CH:33]=[CH:32][CH:31]=4)=[O:36])[CH:18]=3)=[CH:16][C:10]=2[C:9]1=[O:25])=[O:7])([CH3:4])([CH3:3])[CH3:2]. Given the reactants [C:1]([O:5][C:6]([N:8]1[CH2:13][CH2:12][C:11]2[N:14]([CH3:24])[C:15]([C:17]3[CH:22]=[CH:21][N:20]=[C:19](Cl)[CH:18]=3)=[CH:16][C:10]=2[C:9]1=[O:25])=[O:7])([CH3:4])([CH3:3])[CH3:2].[C:26](=[O:36])([O:28][CH2:29][C:30]1[CH:35]=[CH:34][CH:33]=[CH:32][CH:31]=1)[NH2:27].CC1(C)C2C(=C(P(C3C=CC=CC=3)C3C=CC=CC=3)C=CC=2)OC2C(P(C3C=CC=CC=3)C3C=CC=CC=3)=CC=CC1=2.C([O-])([O-])=O.[Cs+].[Cs+], predict the reaction product. (4) The product is: [CH3:1][C:2]1[CH:7]=[CH:6][C:5]([S:8]([O:11][CH2:12][CH:13]2[CH2:17][C:16]3[CH:18]=[CH:19][CH:20]=[C:21]([C:29]4[CH:28]=[CH:27][CH:26]=[CH:25][C:24]=4[Cl:23])[C:15]=3[O:14]2)(=[O:10])=[O:9])=[CH:4][CH:3]=1. Given the reactants [CH3:1][C:2]1[CH:7]=[CH:6][C:5]([S:8]([O:11][CH2:12][CH:13]2[CH2:17][C:16]3[CH:18]=[CH:19][CH:20]=[C:21](Br)[C:15]=3[O:14]2)(=[O:10])=[O:9])=[CH:4][CH:3]=1.[Cl:23][C:24]1[CH:25]=[C:26](B(O)O)[CH:27]=[CH:28][CH:29]=1.C(=O)([O-])[O-].[K+].[K+], predict the reaction product. (5) Given the reactants ClC1C=C(N(C)C[C:11](=O)[CH2:12][C:13](OCC)=[O:14])C=C(Cl)C=1.[OH:20][CH2:21][CH2:22][NH:23][NH2:24].C(N(CC)CC)C.[S:32](Cl)([C:35]1[CH:41]=[CH:40][C:38]([CH3:39])=[CH:37][CH:36]=1)(=[O:34])=[O:33], predict the reaction product. The product is: [OH:20][CH2:21][CH2:22][N:23]1[CH:11]=[CH:12][C:13](=[O:14])[N:24]1[S:32]([C:35]1[CH:41]=[CH:40][C:38]([CH3:39])=[CH:37][CH:36]=1)(=[O:34])=[O:33]. (6) Given the reactants Cl.[CH3:2][CH:3]([O:5][C:6]1[CH:11]=[CH:10][C:9]([C:12]2[C:16]([CH:17]=[O:18])=[CH:15][NH:14][N:13]=2)=[CH:8][CH:7]=1)[CH3:4].[C:19]([O-])([O-])=O.[K+].[K+].CI.O, predict the reaction product. The product is: [CH:3]([O:5][C:6]1[CH:11]=[CH:10][C:9]([C:12]2[N:13]([CH3:19])[N:14]=[CH:15][C:16]=2[CH:17]=[O:18])=[CH:8][CH:7]=1)([CH3:2])[CH3:4].